This data is from Reaction yield outcomes from USPTO patents with 853,638 reactions. The task is: Predict the reaction yield, written as a fraction of the theoretical maximum amount of product (1.0 means a 100% yield; for example, 0.34 means a 34% yield). (1) The reactants are [C:1](O)(=O)[CH2:2][CH2:3][CH2:4][CH2:5][CH3:6].[NH2:9][C:10]1[CH:11]=[C:12]([N:17]2[CH2:22][CH2:21][N:20]([C:23]([C:25]3[CH:30]=[CH:29][CH:28]=[CH:27][C:26]=3[C:31]([F:34])([F:33])[F:32])=[O:24])[CH2:19][CH2:18]2)[CH:13]=[CH:14][C:15]=1[NH2:16]. No catalyst specified. The product is [CH2:2]([C:1]1[NH:16][C:15]2[CH:14]=[CH:13][C:12]([N:17]3[CH2:18][CH2:19][N:20]([C:23]([C:25]4[CH:30]=[CH:29][CH:28]=[CH:27][C:26]=4[C:31]([F:34])([F:33])[F:32])=[O:24])[CH2:21][CH2:22]3)=[CH:11][C:10]=2[N:9]=1)[CH2:3][CH2:4][CH2:5][CH3:6]. The yield is 0.570. (2) The reactants are O.[NH2:2][NH2:3].[CH3:4][O:5][CH2:6][C:7]1[O:11][N:10]=[C:9]([C:12]([O:14]CC)=O)[CH:8]=1. The catalyst is CCO. The product is [CH3:4][O:5][CH2:6][C:7]1[O:11][N:10]=[C:9]([C:12]([NH:2][NH2:3])=[O:14])[CH:8]=1. The yield is 0.900. (3) The reactants are [H-].[H-].[H-].[H-].[Li+].[Al+3].[O:7]1[CH2:12][CH2:11][CH:10]([CH2:13][C:14](O)=[O:15])[CH2:9][CH2:8]1. The catalyst is C1COCC1. The product is [O:7]1[CH2:12][CH2:11][CH:10]([CH2:13][CH2:14][OH:15])[CH2:9][CH2:8]1. The yield is 0.900. (4) The reactants are [CH3:1][N:2]([CH3:24])[C:3]([C:5]1[CH:6]=[C:7]([S:11]([N:14]2[CH2:18][CH2:17][S:16][C@H:15]2[C:19]([O:21]CC)=[O:20])(=[O:13])=[O:12])[CH:8]=[CH:9][CH:10]=1)=[O:4].[Li+].[OH-].Cl. The catalyst is CO.C1COCC1.O. The product is [CH3:1][N:2]([CH3:24])[C:3]([C:5]1[CH:6]=[C:7]([S:11]([N:14]2[CH2:18][CH2:17][S:16][C@H:15]2[C:19]([OH:21])=[O:20])(=[O:13])=[O:12])[CH:8]=[CH:9][CH:10]=1)=[O:4]. The yield is 0.531. (5) The reactants are [Br:1]Br.[CH3:3][C:4]1[CH:9]=[C:8]([C:10](=[O:12])[CH3:11])[CH:7]=[CH:6][N:5]=1. The catalyst is Br.CC(O)=O.CCOCC. The product is [Br:1][CH2:11][C:10]([C:8]1[CH:7]=[CH:6][N:5]=[C:4]([CH3:3])[CH:9]=1)=[O:12]. The yield is 0.900. (6) The catalyst is C1COCC1.C(OCC)(=O)C. The yield is 0.880. The reactants are [F-].[K+].[CH2:3]([O:5][C:6](=[O:34])[C:7]([F:33])([F:32])[C@@:8]([C:17]1[C:22]([F:23])=[C:21]([Si](CC)(CC)CC)[CH:20]=[C:19]([Br:31])[N:18]=1)([NH:10][S@@:11]([C:13]([CH3:16])([CH3:15])[CH3:14])=[O:12])[CH3:9])[CH3:4].C(O)(=O)C.CN(C=O)C. The product is [CH2:3]([O:5][C:6](=[O:34])[C:7]([F:32])([F:33])[C@@:8]([C:17]1[C:22]([F:23])=[CH:21][CH:20]=[C:19]([Br:31])[N:18]=1)([NH:10][S@@:11]([C:13]([CH3:16])([CH3:14])[CH3:15])=[O:12])[CH3:9])[CH3:4]. (7) The reactants are [N:1]1[CH:6]=[CH:5][CH:4]=[C:3]([CH:7]=[N:8][OH:9])[CH:2]=1.[CH2:10]([N:13]1[CH2:17][CH2:16][CH2:15][C:14]1=[O:18])[C:11]#[CH:12]. The yield is 0.354. The catalyst is C(Cl)(Cl)Cl.CO. The product is [N:1]1[CH:6]=[CH:5][CH:4]=[C:3]([C:7]2[CH:12]=[C:11]([CH2:10][N:13]3[CH2:17][CH2:16][CH2:15][C:14]3=[O:18])[O:9][N:8]=2)[CH:2]=1. (8) The reactants are [Br:1][CH2:2][C:3](=O)[C@@H:4]([NH:15]C(=O)OC(C)(C)C)[CH2:5][C:6]1[CH:11]=[CH:10][C:9]([N+:12]([O-:14])=[O:13])=[CH:8][CH:7]=1.[S:24]1[CH:28]=[CH:27][CH:26]=[C:25]1[C:29](=[S:31])[NH2:30].C(OCC)C. The catalyst is CC#N. The product is [BrH:1].[N+:12]([C:9]1[CH:8]=[CH:7][C:6]([CH2:5][C@@H:4]([C:3]2[N:30]=[C:29]([C:25]3[S:24][CH:28]=[CH:27][CH:26]=3)[S:31][CH:2]=2)[NH2:15])=[CH:11][CH:10]=1)([O-:14])=[O:13]. The yield is 0.870.